Dataset: Forward reaction prediction with 1.9M reactions from USPTO patents (1976-2016). Task: Predict the product of the given reaction. (1) Given the reactants C(OC([N:8]1[CH:12]([CH:13]=[CH:14][C:15]2[CH:16]=[C:17](C)[CH:18]=[CH:19][CH:20]=2)[CH2:11][CH2:10][CH:9]1[C:22]([N:24]1[CH2:28][CH2:27][CH2:26][C@H:25]1[C:29]#[N:30])=[O:23])=O)(C)(C)C.C(OC(N1C(C=CC2C=CC=CC=2)CCC1C(N1CCC[C@H]1C#N)=O)=O)(C)(C)C, predict the reaction product. The product is: [C:15]1([CH2:14][CH2:13][CH:12]2[NH:8][C@H:9]([C:22]([N:24]3[CH2:28][CH2:27][CH2:26][C@H:25]3[C:29]#[N:30])=[O:23])[CH2:10][CH2:11]2)[CH:16]=[CH:17][CH:18]=[CH:19][CH:20]=1. (2) Given the reactants C(N(CC)CC)C.[Cl:8][C:9]1[CH:10]=[C:11]2[C:15](=[CH:16][CH:17]=1)[NH:14][C:13]([C:18]([NH:20][NH2:21])=[O:19])=[CH:12]2.Cl[C:23]([O:25][C:26]1[CH:31]=[CH:30][C:29]([Cl:32])=[CH:28][CH:27]=1)=[O:24], predict the reaction product. The product is: [Cl:32][C:29]1[CH:30]=[CH:31][C:26]([O:25][C:23]([NH:21][NH:20][C:18]([C:13]2[NH:14][C:15]3[C:11]([CH:12]=2)=[CH:10][C:9]([Cl:8])=[CH:17][CH:16]=3)=[O:19])=[O:24])=[CH:27][CH:28]=1. (3) Given the reactants [CH3:1][C@@H:2]([C@@H:4]([C@@H:6]([C@@H:8]([CH2:10][OH:11])[OH:9])[OH:7])[OH:5])[OH:3].[CH3:12][C:13]([C@@H:15]([C@@H:17]([C@@H:19]([CH2:21][OH:22])[OH:20])[OH:18])[OH:16])=[O:14], predict the reaction product. The product is: [CH3:1][C:2]([C@@H:4]([C@@H:6]([C@@H:8]([CH2:10][OH:11])[OH:9])[OH:7])[OH:5])=[O:3].[CH3:12][C@H:13]([C@H:15]([C@H:17]([C@@H:19]([CH2:21][OH:22])[OH:20])[OH:18])[OH:16])[OH:14]. (4) Given the reactants C[Mg]Cl.[S:4]([N:14]1[C:18]2=[N:19][CH:20]=[C:21]([CH:23]=[O:24])[N:22]=[C:17]2[CH:16]=[CH:15]1)([C:7]1[CH:13]=[CH:12][C:10]([CH3:11])=[CH:9][CH:8]=1)(=[O:6])=[O:5].[NH4+].[Cl-].[CH3:27]COC(C)=O, predict the reaction product. The product is: [S:4]([N:14]1[C:18]2=[N:19][CH:20]=[C:21]([CH:23]([OH:24])[CH3:27])[N:22]=[C:17]2[CH:16]=[CH:15]1)([C:7]1[CH:8]=[CH:9][C:10]([CH3:11])=[CH:12][CH:13]=1)(=[O:5])=[O:6]. (5) Given the reactants [NH2:1][C:2]1[NH:3][C:4](=[O:15])[C:5]([C:13]#[N:14])=[C:6]([C:8]2[O:9][CH:10]=[CH:11][CH:12]=2)[N:7]=1.C(=O)([O-])[O-].[Cs+].[Cs+].Cl.Cl[CH2:24][C:25]1[CH:34]=[CH:33][C:32]2[C:27](=[CH:28][CH:29]=[CH:30][CH:31]=2)[N:26]=1, predict the reaction product. The product is: [NH2:1][C:2]1[N:7]=[C:6]([C:8]2[O:9][CH:10]=[CH:11][CH:12]=2)[C:5]([C:13]#[N:14])=[C:4]([O:15][CH2:24][C:25]2[CH:34]=[CH:33][C:32]3[C:27](=[CH:28][CH:29]=[CH:30][CH:31]=3)[N:26]=2)[N:3]=1. (6) The product is: [I:7][C:5]1[N:6]=[CH:2][N:3]([CH2:9][CH2:10][N:11]2[CH2:15][CH2:14][CH2:13][CH2:12]2)[CH:4]=1. Given the reactants I[C:2]1[N:3]([CH2:9][CH2:10][N:11]2[CH2:15][CH2:14][CH2:13][CH2:12]2)[C:4](I)=[C:5]([I:7])[N:6]=1.[Li]C(C)(C)C.O, predict the reaction product. (7) Given the reactants N1C=CC=CC=1.S(Cl)(Cl)=O.[Cl:11][C:12]1[CH:13]=[C:14]2[C:18](=[CH:19][CH:20]=1)[NH:17][C:16](=[O:21])[C:15]2([C:23]1[CH:28]=[CH:27][C:26]([O:29][CH3:30])=[CH:25][C:24]=1[O:31][CH3:32])O.[N:33]1[CH:38]=[CH:37][C:36]([N:39]2[CH2:44][CH2:43][NH:42][CH2:41][CH2:40]2)=[CH:35][CH:34]=1.ClC1C2C(=CC=CC=2)NC1=O, predict the reaction product. The product is: [Cl:11][C:12]1[CH:13]=[C:14]2[C:18](=[CH:19][CH:20]=1)[NH:17][C:16](=[O:21])[C:15]2([C:23]1[CH:28]=[CH:27][C:26]([O:29][CH3:30])=[CH:25][C:24]=1[O:31][CH3:32])[N:42]1[CH2:43][CH2:44][N:39]([C:36]2[CH:37]=[CH:38][N:33]=[CH:34][CH:35]=2)[CH2:40][CH2:41]1.